From a dataset of Forward reaction prediction with 1.9M reactions from USPTO patents (1976-2016). Predict the product of the given reaction. (1) Given the reactants [Br:1][C:2]1[CH:7]=[C:6]([C:8]2[C:9]([C:13]3[CH:18]=[CH:17][CH:16]=[C:15]([CH3:19])[N:14]=3)=[N:10][NH:11][CH:12]=2)[CH:5]=[CH:4][N:3]=1.[C:20](Cl)([C:33]1[CH:38]=[CH:37][CH:36]=[CH:35][CH:34]=1)([C:27]1[CH:32]=[CH:31][CH:30]=[CH:29][CH:28]=1)[C:21]1[CH:26]=[CH:25][CH:24]=[CH:23][CH:22]=1.C(=O)([O-])[O-].[K+].[K+], predict the reaction product. The product is: [Br:1][C:2]1[CH:7]=[C:6]([C:8]2[C:9]([C:13]3[CH:18]=[CH:17][CH:16]=[C:15]([CH3:19])[N:14]=3)=[N:10][N:11]([C:20]([C:21]3[CH:26]=[CH:25][CH:24]=[CH:23][CH:22]=3)([C:33]3[CH:34]=[CH:35][CH:36]=[CH:37][CH:38]=3)[C:27]3[CH:28]=[CH:29][CH:30]=[CH:31][CH:32]=3)[CH:12]=2)[CH:5]=[CH:4][N:3]=1. (2) Given the reactants [OH:1][CH2:2][CH2:3][CH2:4][N:5]1[CH2:10][CH2:9][CH:8]([C:11]2[CH:12]=[C:13]([NH:17][C:18](=[O:22])[CH:19]([CH3:21])[CH3:20])[CH:14]=[CH:15][CH:16]=2)[CH2:7][CH2:6]1.[CH3:23][C:24]1[O:28][N:27]=[C:26]([C:29]2[CH:34]=[CH:33][CH:32]=[CH:31][CH:30]=2)[C:25]=1[C:35](Cl)=[O:36], predict the reaction product. The product is: [CH3:23][C:24]1[O:28][N:27]=[C:26]([C:29]2[CH:34]=[CH:33][CH:32]=[CH:31][CH:30]=2)[C:25]=1[C:35]([O:1][CH2:2][CH2:3][CH2:4][N:5]1[CH2:10][CH2:9][CH:8]([C:11]2[CH:16]=[CH:15][CH:14]=[C:13]([NH:17][C:18](=[O:22])[CH:19]([CH3:20])[CH3:21])[CH:12]=2)[CH2:7][CH2:6]1)=[O:36]. (3) Given the reactants [NH2:1][C:2]1[CH:3]=[CH:4][C:5]([O:8][C:9](=[O:18])[N:10]([CH3:17])[C:11]2[CH:16]=[CH:15][CH:14]=[CH:13][CH:12]=2)=[N:6][CH:7]=1.[F:19][C:20]([F:32])([F:31])[O:21][C:22]1[CH:30]=[CH:29][CH:28]=[CH:27][C:23]=1[C:24](Cl)=[O:25].C(N(CC)CC)C.ClCCl, predict the reaction product. The product is: [F:19][C:20]([F:31])([F:32])[O:21][C:22]1[CH:30]=[CH:29][CH:28]=[CH:27][C:23]=1[C:24]([NH:1][C:2]1[CH:3]=[CH:4][C:5]([O:8][C:9](=[O:18])[N:10]([CH3:17])[C:11]2[CH:16]=[CH:15][CH:14]=[CH:13][CH:12]=2)=[N:6][CH:7]=1)=[O:25]. (4) Given the reactants CC(C)([O-])C.[K+].[N+:7](CS(C1C=CC(C)=CC=1)(=O)=O)#[C-:8].[CH:20]1([C:23]2[C:27]([CH:28]=O)=[CH:26][N:25]([CH3:30])[N:24]=2)[CH2:22][CH2:21]1.CO, predict the reaction product. The product is: [CH:20]1([C:23]2[C:27]([CH2:28][C:8]#[N:7])=[CH:26][N:25]([CH3:30])[N:24]=2)[CH2:22][CH2:21]1. (5) Given the reactants [NH2:1][C:2]1[CH:7]=[CH:6][C:5]([C:8]2[N:13]=[C:12]([N:14]3[CH2:19][CH2:18][O:17][CH2:16][CH2:15]3)[N:11]=[C:10]([C:20]3[CH:25]=[CH:24][C:23]([NH:26][C:27]([NH:29][CH3:30])=[O:28])=[CH:22][CH:21]=3)[N:9]=2)=[CH:4][CH:3]=1.[N:31]1[CH:36]=[CH:35][CH:34]=[C:33]([NH:37][C:38](=[O:46])OC2C=CC=CC=2)[CH:32]=1, predict the reaction product. The product is: [CH3:30][NH:29][C:27]([NH:26][C:23]1[CH:22]=[CH:21][C:20]([C:10]2[N:11]=[C:12]([N:14]3[CH2:15][CH2:16][O:17][CH2:18][CH2:19]3)[N:13]=[C:8]([C:5]3[CH:4]=[CH:3][C:2]([NH:1][C:38](=[O:46])[NH:37][C:33]4[CH:32]=[N:31][CH:36]=[CH:35][CH:34]=4)=[CH:7][CH:6]=3)[N:9]=2)=[CH:25][CH:24]=1)=[O:28]. (6) Given the reactants [C:1]([O:5][C:6]([N:8]1[CH2:13][CH2:12][N:11]([C:14]2[N:22]([CH2:23][CH:24]=[C:25]([CH3:27])[CH3:26])[C:21]3[C:20](=[O:28])[N:19]([CH2:29][O:30][C:31](=[O:36])[C:32]([CH3:35])([CH3:34])[CH3:33])[C:18](=[O:37])[N:17](COC(=O)C(C)(C)C)[C:16]=3[N:15]=2)[CH2:10][CH2:9]1)=[O:7])([CH3:4])([CH3:3])[CH3:2].[H-].[Na+], predict the reaction product. The product is: [C:1]([O:5][C:6]([N:8]1[CH2:13][CH2:12][N:11]([C:14]2[N:22]([CH2:23][CH:24]=[C:25]([CH3:26])[CH3:27])[C:21]3[C:20](=[O:28])[N:19]([CH2:29][O:30][C:31](=[O:36])[C:32]([CH3:35])([CH3:34])[CH3:33])[C:18](=[O:37])[NH:17][C:16]=3[N:15]=2)[CH2:10][CH2:9]1)=[O:7])([CH3:2])([CH3:3])[CH3:4]. (7) Given the reactants [F:1][C:2]([F:6])([F:5])[CH2:3][OH:4].[H-].[Na+].CS([C:12]1[N:13]([C:24]2[CH:29]=[CH:28][C:27]([O:30][CH2:31][C:32]([F:35])([F:34])[F:33])=[CH:26][CH:25]=2)[C:14](=[O:23])[C:15]2[CH2:21][CH2:20][C:19](=[O:22])[NH:18][C:16]=2[N:17]=1)=O.O, predict the reaction product. The product is: [F:1][C:2]([F:6])([F:5])[CH2:3][O:4][C:12]1[N:13]([C:24]2[CH:25]=[CH:26][C:27]([O:30][CH2:31][C:32]([F:35])([F:34])[F:33])=[CH:28][CH:29]=2)[C:14](=[O:23])[C:15]2[CH2:21][CH2:20][C:19](=[O:22])[NH:18][C:16]=2[N:17]=1. (8) The product is: [O:10]1[CH:11]=[CH:12][CH:13]=[C:9]1[C:5]1[O:6][C:7]([CH3:8])=[C:3]([CH2:2][O:14][C:15]2[CH:16]=[C:17]([CH:20]=[CH:21][C:22]=2[O:23][CH3:24])[CH:18]=[O:19])[N:4]=1. Given the reactants Cl[CH2:2][C:3]1[N:4]=[C:5]([C:9]2[O:10][CH:11]=[CH:12][CH:13]=2)[O:6][C:7]=1[CH3:8].[OH:14][C:15]1[CH:16]=[C:17]([CH:20]=[CH:21][C:22]=1[O:23][CH3:24])[CH:18]=[O:19].C(=O)([O-])[O-].[K+].[K+].CN(C)C=O, predict the reaction product. (9) Given the reactants [F:1][C:2]1[N:7]=[C:6]([C:8]2[CH:13]=[CH:12][N:11]=[CH:10][CH:9]=2)[C:5]([OH:14])=[C:4]([CH:15]=O)[CH:3]=1.[Cl:17][C:18]1[CH:19]=[C:20]([CH:22]=[CH:23][C:24]=1[F:25])[NH2:21].[Si]([C:30]#[N:31])(C)(C)C.[Si](OS(C(F)(F)F)(=O)=O)(C)(C)C, predict the reaction product. The product is: [Cl:17][C:18]1[CH:19]=[C:20]([NH:21][C:15]2[C:4]3[C:5](=[C:6]([C:8]4[CH:13]=[CH:12][N:11]=[CH:10][CH:9]=4)[N:7]=[C:2]([F:1])[CH:3]=3)[O:14][C:30]=2[NH2:31])[CH:22]=[CH:23][C:24]=1[F:25]. (10) Given the reactants [H-].[Na+].[CH2:3]([O:5][C:6]([C:8]1[NH:9][C:10]2[C:15]([CH:16]=1)=[CH:14][C:13]([C:17]([O:19][CH2:20][CH3:21])=[O:18])=[CH:12][CH:11]=2)=[O:7])[CH3:4].[CH3:22]I, predict the reaction product. The product is: [CH2:3]([O:5][C:6]([C:8]1[N:9]([CH3:22])[C:10]2[C:15]([CH:16]=1)=[CH:14][C:13]([C:17]([O:19][CH2:20][CH3:21])=[O:18])=[CH:12][CH:11]=2)=[O:7])[CH3:4].